Dataset: Forward reaction prediction with 1.9M reactions from USPTO patents (1976-2016). Task: Predict the product of the given reaction. (1) Given the reactants [CH2:1]([O:8][C:9]1[CH:18]=[CH:17][C:16]2[C:11](=[CH:12][CH:13]=[C:14]([O:19][CH3:20])[CH:15]=2)[C:10]=1Br)[C:2]1[CH:7]=[CH:6][CH:5]=[CH:4][CH:3]=1.[N:22]1([CH2:29][CH2:30][O:31][C:32]2[CH:37]=[CH:36][C:35]([OH:38])=[CH:34][CH:33]=2)[CH2:28][CH2:27][CH2:26][CH2:25][CH2:24][CH2:23]1.C(=O)([O-])[O-].[K+].[K+], predict the reaction product. The product is: [CH2:1]([O:8][C:9]1[CH:18]=[CH:17][C:16]2[C:11](=[CH:12][CH:13]=[C:14]([O:19][CH3:20])[CH:15]=2)[C:10]=1[O:38][C:35]1[CH:34]=[CH:33][C:32]([O:31][CH2:30][CH2:29][N:22]2[CH2:28][CH2:27][CH2:26][CH2:25][CH2:24][CH2:23]2)=[CH:37][CH:36]=1)[C:2]1[CH:7]=[CH:6][CH:5]=[CH:4][CH:3]=1. (2) Given the reactants [OH:1][C:2]1[CH:13]=[CH:12]C2NC(=O)OC(=O)[C:4]=2[CH:3]=1.[C:14](=[O:17])([O-:16])[O-].[K+].[K+].[CH3:20]I.[CH3:22][N:23]([CH:25]=[O:26])[CH3:24], predict the reaction product. The product is: [CH3:20][O:1][C:2]1[CH:13]=[CH:12][C:22]2[N:23]([CH3:24])[C:25](=[O:26])[O:16][C:14](=[O:17])[C:4]=2[CH:3]=1. (3) Given the reactants [CH3:1][NH2:2].CO.[NH2:5][C:6]([NH:8][C:9]1[NH:10][C:11]([C:19]2[CH:24]=[CH:23][CH:22]=[C:21]([Cl:25])[CH:20]=2)=[C:12]([CH:17]=O)[C:13]=1[C:14]([NH2:16])=[O:15])=[O:7].[BH4-].[Na+], predict the reaction product. The product is: [NH2:5][C:6]([NH:8][C:9]1[NH:10][C:11]([C:19]2[CH:24]=[CH:23][CH:22]=[C:21]([Cl:25])[CH:20]=2)=[C:12]([CH2:17][NH:2][CH3:1])[C:13]=1[C:14]([NH2:16])=[O:15])=[O:7]. (4) Given the reactants [C:1]([N:8]1[CH2:13][CH2:12][CH:11]([CH:14]=O)[CH2:10][CH2:9]1)([O:3][C:4]([CH3:7])([CH3:6])[CH3:5])=[O:2].[NH2:16][C:17]1[CH:32]=[CH:31][C:30]([Cl:33])=[CH:29][C:18]=1[C:19]([NH:21][C:22]1[CH:27]=[CH:26][C:25]([Cl:28])=[CH:24][N:23]=1)=[O:20].C1(C)C=CC(S([O-])(=O)=O)=CC=1.[NH+]1C=CC=CC=1.[B-][N+](C)(C)C, predict the reaction product. The product is: [C:1]([N:8]1[CH2:9][CH2:10][CH:11]([CH2:14][NH:16][C:17]2[CH:32]=[CH:31][C:30]([Cl:33])=[CH:29][C:18]=2[C:19]([NH:21][C:22]2[CH:27]=[CH:26][C:25]([Cl:28])=[CH:24][N:23]=2)=[O:20])[CH2:12][CH2:13]1)([O:3][C:4]([CH3:5])([CH3:6])[CH3:7])=[O:2]. (5) Given the reactants [Cl:1][C:2]1[CH:8]=[CH:7][C:6]([F:9])=[CH:5][C:3]=1[NH2:4].Br.Br[CH:12]([C:14]1[CH:15]=[C:16]([C:31]([N:33]([CH3:35])[CH3:34])=[O:32])[CH:17]=[C:18]2[C:23]=1[O:22][C:21]([N:24]1[CH2:29][CH2:28][O:27][CH2:26][CH2:25]1)=[CH:20][C:19]2=[O:30])[CH3:13], predict the reaction product. The product is: [Cl:1][C:2]1[CH:8]=[CH:7][C:6]([F:9])=[CH:5][C:3]=1[NH:4][CH:12]([C:14]1[CH:15]=[C:16]([C:31]([N:33]([CH3:35])[CH3:34])=[O:32])[CH:17]=[C:18]2[C:23]=1[O:22][C:21]([N:24]1[CH2:29][CH2:28][O:27][CH2:26][CH2:25]1)=[CH:20][C:19]2=[O:30])[CH3:13].